From a dataset of Forward reaction prediction with 1.9M reactions from USPTO patents (1976-2016). Predict the product of the given reaction. (1) Given the reactants [CH3:1][C:2]1[C:7]([CH3:8])=[CH:6][CH:5]=[CH:4][C:3]=1[OH:9].[O:10]1[CH:15]=[CH:14][CH:13]=[CH:12][CH2:11]1, predict the reaction product. The product is: [CH3:1][C:2]1[C:7]([CH3:8])=[CH:6][CH:5]=[CH:4][C:3]=1[O:9][CH:11]1[CH2:12][CH2:13][CH2:14][CH2:15][O:10]1. (2) Given the reactants [NH:1]1[C:9]2[C:4](=[CH:5][C:6]([NH:10][CH:11]3[CH2:16][CH2:15][C:14](=O)[CH2:13][CH2:12]3)=[CH:7][CH:8]=2)[CH:3]=[N:2]1.[CH2:18]([NH2:22])[CH:19]([CH3:21])[CH3:20].C(O[BH-](OC(=O)C)OC(=O)C)(=O)C.[Na+].Cl.CO, predict the reaction product. The product is: [NH:1]1[C:9]2[C:4](=[CH:5][C:6]([NH:10][CH:11]3[CH2:16][CH2:15][CH:14]([NH:22][CH2:18][CH:19]([CH3:21])[CH3:20])[CH2:13][CH2:12]3)=[CH:7][CH:8]=2)[CH:3]=[N:2]1. (3) The product is: [C:1]1([CH:7]=[CH:8][CH2:9][O:10][CH:11]2[CH2:16][CH2:15][NH:14][CH2:13][CH2:12]2)[CH:6]=[CH:5][CH:4]=[CH:3][CH:2]=1. Given the reactants [C:1]1([CH:7]=[CH:8][CH2:9][O:10][CH:11]2[CH2:16][CH2:15][N:14](C(OC(C)(C)C)=O)[CH2:13][CH2:12]2)[CH:6]=[CH:5][CH:4]=[CH:3][CH:2]=1.Cl.[OH-].[Na+], predict the reaction product. (4) Given the reactants Cl[C:2]1[N:3]=[C:4]([CH3:15])[C:5]([C:8]([O:10][C:11]([CH3:14])([CH3:13])[CH3:12])=[O:9])=[N:6][CH:7]=1.[O:16]1[CH:20]=[CH:19][N:18]=[C:17]1[CH2:21][OH:22].C(=O)([O-])[O-].[K+].[K+], predict the reaction product. The product is: [CH3:15][C:4]1[C:5]([C:8]([O:10][C:11]([CH3:14])([CH3:13])[CH3:12])=[O:9])=[N:6][CH:7]=[C:2]([O:22][CH2:21][C:17]2[O:16][CH:20]=[CH:19][N:18]=2)[N:3]=1. (5) Given the reactants C([O:3][C:4]([C:6]1[CH:7]=[C:8]2[C:13](=[CH:14][CH:15]=1)[NH:12][CH:11]([C:16]1[CH:21]=[C:20]([N:22]3[CH2:27][CH2:26][O:25][CH2:24][CH2:23]3)[C:19]([F:28])=[CH:18][CH:17]=1)[C:10]([CH3:30])([CH3:29])[CH2:9]2)=[O:5])C.O.[OH-].[Li+].O.Cl, predict the reaction product. The product is: [F:28][C:19]1[CH:18]=[CH:17][C:16]([CH:11]2[C:10]([CH3:29])([CH3:30])[CH2:9][C:8]3[C:13](=[CH:14][CH:15]=[C:6]([C:4]([OH:5])=[O:3])[CH:7]=3)[NH:12]2)=[CH:21][C:20]=1[N:22]1[CH2:27][CH2:26][O:25][CH2:24][CH2:23]1.